This data is from Peptide-MHC class I binding affinity with 185,985 pairs from IEDB/IMGT. The task is: Regression. Given a peptide amino acid sequence and an MHC pseudo amino acid sequence, predict their binding affinity value. This is MHC class I binding data. The peptide sequence is AVLKGLYNFA. The MHC is HLA-A02:01 with pseudo-sequence HLA-A02:01. The binding affinity (normalized) is 0.326.